From a dataset of Forward reaction prediction with 1.9M reactions from USPTO patents (1976-2016). Predict the product of the given reaction. (1) Given the reactants [F:1][C:2]1[C:3]([NH2:15])=[N:4][C:5]([O:8][CH2:9][C:10]2[S:11][CH:12]=[CH:13][CH:14]=2)=[N:6][CH:7]=1.[C:16](Cl)(=[O:18])[CH3:17].CN1CCOCC1, predict the reaction product. The product is: [F:1][C:2]1[C:3]([NH:15][C:16](=[O:18])[CH3:17])=[N:4][C:5]([O:8][CH2:9][C:10]2[S:11][CH:12]=[CH:13][CH:14]=2)=[N:6][CH:7]=1. (2) Given the reactants Br[C:2]1[S:6][C:5]([C:7]([N:9]([CH3:17])[C:10]2[CH:11]=[C:12]([CH3:16])[CH:13]=[CH:14][CH:15]=2)=[O:8])=[CH:4][CH:3]=1.[CH3:18][O:19][C:20]1[CH:21]=[C:22](B(O)O)[CH:23]=[CH:24][CH:25]=1, predict the reaction product. The product is: [CH3:18][O:19][C:20]1[CH:25]=[C:24]([C:2]2[S:6][C:5]([C:7]([N:9]([CH3:17])[C:10]3[CH:11]=[C:12]([CH3:16])[CH:13]=[CH:14][CH:15]=3)=[O:8])=[CH:4][CH:3]=2)[CH:23]=[CH:22][CH:21]=1. (3) Given the reactants [C:1]([NH:4][C:5]([CH:26]1[CH2:31][CH2:30][N:29](C(OCC2C=CC=CC=2)=O)[CH2:28][CH2:27]1)([CH2:13][CH2:14][CH2:15][CH2:16][B:17]1[O:21][C:20]([CH3:23])([CH3:22])[C:19]([CH3:25])([CH3:24])[O:18]1)[C:6]([NH:8][C:9]([CH3:12])([CH3:11])[CH3:10])=[O:7])(=[O:3])[CH3:2].C(OCC)(=O)C, predict the reaction product. The product is: [C:1]([NH:4][C:5]([CH:26]1[CH2:31][CH2:30][NH:29][CH2:28][CH2:27]1)([CH2:13][CH2:14][CH2:15][CH2:16][B:17]1[O:18][C:19]([CH3:24])([CH3:25])[C:20]([CH3:23])([CH3:22])[O:21]1)[C:6]([NH:8][C:9]([CH3:12])([CH3:10])[CH3:11])=[O:7])(=[O:3])[CH3:2]. (4) The product is: [ClH:28].[CH3:17][CH:16]([CH:13]1[CH2:12][NH:11][CH2:17][C:16]2[CH:18]=[CH:19][CH:20]=[CH:21][C:15]=2[O:14]1)[CH2:15][CH2:21][CH2:20][CH2:26][CH3:27]. Given the reactants CC(OC([N:11]1[CH2:17][C:16]2[CH:18]=[CH:19][CH:20]=[CH:21][C:15]=2[O:14][CH2:13][CH2:12]1)=O)CCCCC.C(O[CH2:26][CH3:27])(=O)C.[ClH:28], predict the reaction product. (5) Given the reactants CCN(CC)CC.I[C:9]1[CH:10]=[C:11]([OH:15])[CH:12]=[CH:13][CH:14]=1.[CH3:16][Si:17]([C:20]#[CH:21])([CH3:19])[CH3:18].CCCCCC.CC(C)=O, predict the reaction product. The product is: [CH3:16][Si:17]([CH3:19])([CH3:18])[C:20]#[C:21][C:9]1[CH:10]=[C:11]([OH:15])[CH:12]=[CH:13][CH:14]=1. (6) Given the reactants [CH3:1][P:2](=[O:7])([O:5][CH3:6])[O:3][CH3:4].[Li]CCCC.C[O:14][C:15](=O)[CH2:16][C:17]1[CH:22]=[CH:21][CH:20]=[C:19]([Cl:23])[CH:18]=1.CC(O)=O, predict the reaction product. The product is: [CH3:4][O:3][P:2]([CH2:1][C:15](=[O:14])[CH2:16][C:17]1[CH:22]=[CH:21][CH:20]=[C:19]([Cl:23])[CH:18]=1)(=[O:7])[O:5][CH3:6]. (7) Given the reactants [CH3:1][N:2]1[C:6]([CH3:7])=[N:5][N:4]=[C:3]1[SH:8].[C:9]([C:13]1[N:18]=[C:17]([N:19]2[CH2:24][CH2:23][N:22]([CH2:25][CH2:26][CH2:27][Cl:28])[CH2:21][CH2:20]2)[CH:16]=[C:15]([C:29]([F:32])([F:31])[F:30])[N:14]=1)([CH3:12])([CH3:11])[CH3:10], predict the reaction product. The product is: [ClH:28].[C:9]([C:13]1[N:18]=[C:17]([N:19]2[CH2:24][CH2:23][N:22]([CH2:25][CH2:26][CH2:27][S:8][C:3]3[N:2]([CH3:1])[C:6]([CH3:7])=[N:5][N:4]=3)[CH2:21][CH2:20]2)[CH:16]=[C:15]([C:29]([F:30])([F:31])[F:32])[N:14]=1)([CH3:10])([CH3:11])[CH3:12].